Predict the reaction yield, written as a fraction of the theoretical maximum amount of product (1.0 means a 100% yield; for example, 0.34 means a 34% yield). From a dataset of Reaction yield outcomes from USPTO patents with 853,638 reactions. (1) The reactants are CO[C:3](=[O:31])[C:4]1[CH:9]=[CH:8][C:7]([N:10]2[CH:14]=[C:13]([C:15]3[C:16]([C:24]4[CH:29]=[CH:28][C:27]([F:30])=[CH:26][CH:25]=4)=[N:17][O:18][C:19]=3[C:20]([F:23])([F:22])[F:21])[N:12]=[CH:11]2)=[CH:6][CH:5]=1.[F:32][C:33]([F:37])([F:36])[CH2:34][NH2:35]. No catalyst specified. The product is [F:30][C:27]1[CH:26]=[CH:25][C:24]([C:16]2[C:15]([C:13]3[N:12]=[CH:11][N:10]([C:7]4[CH:8]=[CH:9][C:4]([C:3]([NH:35][CH2:34][C:33]([F:37])([F:36])[F:32])=[O:31])=[CH:5][CH:6]=4)[CH:14]=3)=[C:19]([C:20]([F:23])([F:21])[F:22])[O:18][N:17]=2)=[CH:29][CH:28]=1. The yield is 0.870. (2) The reactants are [CH2:1]([O:3][C:4]1[CH:5]=[C:6]2[C:11](=[C:12]3[CH2:16][C:15]([CH3:18])([CH3:17])[O:14][C:13]=13)[C:10]([C:19]1[CH:27]=[CH:26][C:22]([C:23](O)=[O:24])=[C:21]([NH:28][CH2:29][C:30]3[CH:35]=[CH:34][CH:33]=[CH:32][CH:31]=3)[CH:20]=1)=[N:9][C:8]([CH3:37])([CH3:36])[CH2:7]2)[CH3:2].Cl.[CH2:39]([O:41][C:42](=[O:45])[CH2:43][NH2:44])[CH3:40].O.ON1C2C=CC=CC=2N=N1.Cl.C(N=C=NCCCN(C)C)C. The catalyst is CN(C)C=O. The product is [CH2:39]([O:41][C:42](=[O:45])[CH2:43][NH:44][C:23](=[O:24])[C:22]1[CH:26]=[CH:27][C:19]([C:10]2[C:11]3[C:6](=[CH:5][C:4]([O:3][CH2:1][CH3:2])=[C:13]4[O:14][C:15]([CH3:17])([CH3:18])[CH2:16][C:12]4=3)[CH2:7][C:8]([CH3:36])([CH3:37])[N:9]=2)=[CH:20][C:21]=1[NH:28][CH2:29][C:30]1[CH:31]=[CH:32][CH:33]=[CH:34][CH:35]=1)[CH3:40]. The yield is 0.750. (3) The reactants are [Br:1][C:2]1[CH:26]=[CH:25][C:5]([CH2:6][CH:7]2[C:16]3[C:11](=[CH:12][C:13]([O:17]C)=[CH:14][CH:15]=3)[CH2:10][CH2:9][N:8]2[C:19]2[CH:24]=[CH:23][CH:22]=[CH:21][CH:20]=2)=[CH:4][CH:3]=1.B(Br)(Br)Br.O.C(=O)(O)[O-].[Na+]. The catalyst is C(Cl)Cl. The product is [Br:1][C:2]1[CH:3]=[CH:4][C:5]([CH2:6][CH:7]2[C:16]3[C:11](=[CH:12][C:13]([OH:17])=[CH:14][CH:15]=3)[CH2:10][CH2:9][N:8]2[C:19]2[CH:24]=[CH:23][CH:22]=[CH:21][CH:20]=2)=[CH:25][CH:26]=1. The yield is 0.100.